Dataset: Full USPTO retrosynthesis dataset with 1.9M reactions from patents (1976-2016). Task: Predict the reactants needed to synthesize the given product. Given the product [CH2:18]([O:17][C:15](=[O:16])[C:14]1[CH:20]=[CH:21][CH:22]=[C:12]([O:11][CH2:4][C:3]#[CH:2])[CH:13]=1)[CH3:19], predict the reactants needed to synthesize it. The reactants are: Br[CH2:2][C:3]#[CH:4].C(=O)([O-])[O-].[K+].[K+].[OH:11][C:12]1[CH:13]=[C:14]([CH:20]=[CH:21][CH:22]=1)[C:15]([O:17][CH2:18][CH3:19])=[O:16].S([O-])(O)(=O)=O.[Na+].